From a dataset of Peptide-MHC class I binding affinity with 185,985 pairs from IEDB/IMGT. Regression. Given a peptide amino acid sequence and an MHC pseudo amino acid sequence, predict their binding affinity value. This is MHC class I binding data. (1) The peptide sequence is KLMPGSIYV. The MHC is HLA-C08:02 with pseudo-sequence HLA-C08:02. The binding affinity (normalized) is 0.0847. (2) The peptide sequence is RTHTLRDAK. The binding affinity (normalized) is 0.719. The MHC is HLA-A30:01 with pseudo-sequence HLA-A30:01. (3) The peptide sequence is SIMAFILGII. The MHC is HLA-A02:06 with pseudo-sequence HLA-A02:06. The binding affinity (normalized) is 0.763. (4) The peptide sequence is SLYNTVATL. The MHC is HLA-A11:01 with pseudo-sequence HLA-A11:01. The binding affinity (normalized) is 0.136. (5) The peptide sequence is LRQKRKAGV. The MHC is HLA-B27:05 with pseudo-sequence HLA-B27:05. The binding affinity (normalized) is 0.594. (6) The peptide sequence is STHNTPVYK. The MHC is HLA-A11:01 with pseudo-sequence HLA-A11:01. The binding affinity (normalized) is 0.437. (7) The peptide sequence is GRQEKNPAL. The MHC is HLA-B40:01 with pseudo-sequence HLA-B40:01. The binding affinity (normalized) is 0.0847. (8) The MHC is H-2-Db with pseudo-sequence H-2-Db. The peptide sequence is FPPQNGQFI. The binding affinity (normalized) is 0.428. (9) The peptide sequence is ATSGYRIAY. The MHC is HLA-B15:01 with pseudo-sequence HLA-B15:01. The binding affinity (normalized) is 0.648.